Task: Predict which catalyst facilitates the given reaction.. Dataset: Catalyst prediction with 721,799 reactions and 888 catalyst types from USPTO (1) Reactant: [CH3:1][O:2][C:3]1[CH:4]=[C:5](/[CH:15]=[CH:16]/[C:17](=[NH:21])OCC)[CH:6]=[CH:7][C:8]=1[N:9]1[CH:13]=[C:12]([CH3:14])[N:11]=[CH:10]1.Cl.[C:23]1([C@H:29]([CH3:34])[C:30]([NH:32][NH2:33])=O)[CH:28]=[CH:27][CH:26]=[CH:25][CH:24]=1.C(OCC)(=O)C.O. Product: [CH3:1][O:2][C:3]1[CH:4]=[C:5](/[CH:15]=[CH:16]/[C:17]2[NH:21][C:30]([C@H:29]([C:23]3[CH:28]=[CH:27][CH:26]=[CH:25][CH:24]=3)[CH3:34])=[N:32][N:33]=2)[CH:6]=[CH:7][C:8]=1[N:9]1[CH:13]=[C:12]([CH3:14])[N:11]=[CH:10]1. The catalyst class is: 8. (2) Reactant: [C:1]12([CH2:9][CH:8]([NH:10][C:11](=[O:19])OC3C=CC=CC=3)[C:7]3[CH:20]=[CH:21][CH:22]=[CH:23][C:6]=3[O:5]1)[CH2:4][CH2:3][CH2:2]2.NC[C:26]1[CH:31]=[CH:30][CH:29]=[CH:28][N:27]=1.[CH2:32]([N:34](CC)CC)C.O. Product: [C:1]12([CH2:9][CH:8]([NH:10][C:11]([NH:34][CH2:32][C:29]3[CH:28]=[N:27][CH:26]=[CH:31][CH:30]=3)=[O:19])[C:7]3[CH:20]=[CH:21][CH:22]=[CH:23][C:6]=3[O:5]1)[CH2:2][CH2:3][CH2:4]2. The catalyst class is: 16. (3) Reactant: [CH2:1]([N:3]1[CH2:9][CH2:8][C:7]2[CH:10]=[C:11]([NH2:14])[CH:12]=[CH:13][C:6]=2[CH2:5][CH2:4]1)[CH3:2].Cl[C:16]1[N:21]=[C:20]([NH:22][CH2:23][CH:24]([NH:26][S:27]([CH3:30])(=[O:29])=[O:28])[CH3:25])[C:19]([Cl:31])=[CH:18][N:17]=1.Cl.O1CCOCC1. Product: [Cl:31][C:19]1[C:20]([NH:22][CH2:23][CH:24]([NH:26][S:27]([CH3:30])(=[O:29])=[O:28])[CH3:25])=[N:21][C:16]([NH:14][C:11]2[CH:12]=[CH:13][C:6]3[CH2:5][CH2:4][N:3]([CH2:1][CH3:2])[CH2:9][CH2:8][C:7]=3[CH:10]=2)=[N:17][CH:18]=1. The catalyst class is: 41. (4) Reactant: [CH3:1][N:2]1[C:6]2[N:7]=[CH:8][N:9]([CH2:12][C:13]([F:16])([F:15])[F:14])[C:10](=[O:11])[C:5]=2[C:4]([C:17]2[CH:22]=[CH:21][CH:20]=[CH:19][N:18]=2)=[CH:3]1.[Br:23]Br. Product: [Br:23][C:3]1[N:2]([CH3:1])[C:6]2[N:7]=[CH:8][N:9]([CH2:12][C:13]([F:15])([F:16])[F:14])[C:10](=[O:11])[C:5]=2[C:4]=1[C:17]1[CH:22]=[CH:21][CH:20]=[CH:19][N:18]=1. The catalyst class is: 3. (5) Reactant: [F:1][C:2]([F:13])([F:12])[C:3]1[C:7]([C:8]([OH:11])([CH3:10])[CH3:9])=[CH:6][NH:5][N:4]=1.CC(C)([O-])C.[K+].Cl[CH2:21][C:22]1[NH:23][C:24](=[O:32])[C:25]2[CH:30]=[C:29]([CH3:31])[S:28][C:26]=2[N:27]=1. Product: [OH:11][C:8]([C:7]1[C:3]([C:2]([F:1])([F:12])[F:13])=[N:4][N:5]([CH2:21][C:22]2[NH:23][C:24](=[O:32])[C:25]3[CH:30]=[C:29]([CH3:31])[S:28][C:26]=3[N:27]=2)[CH:6]=1)([CH3:9])[CH3:10]. The catalyst class is: 1. (6) Product: [I:21][C:2]1[C:11]2[C:6](=[CH:7][C:8]([O:12][CH3:13])=[CH:9][CH:10]=2)[N:5]=[CH:4][CH:3]=1. Reactant: Cl[C:2]1[C:11]2[C:6](=[CH:7][C:8]([O:12][CH3:13])=[CH:9][CH:10]=2)[N:5]=[CH:4][CH:3]=1.O1CCOCC1.Cl.[I-:21].[Na+]. The catalyst class is: 28. (7) Reactant: [Br:1][C:2]1[CH:7]=[CH:6][C:5]([NH:8][C:9](=[O:15])[O:10][C:11]([CH3:14])([CH3:13])[CH3:12])=[CH:4][C:3]=1[CH3:16].[H-].[Na+].Cl[C:20]1[CH:27]=[CH:26][C:23]([C:24]#[N:25])=[C:22]([O:28][CH3:29])[N:21]=1.O. Product: [Br:1][C:2]1[CH:7]=[CH:6][C:5]([N:8]([C:20]2[CH:27]=[CH:26][C:23]([C:24]#[N:25])=[C:22]([O:28][CH3:29])[N:21]=2)[C:9](=[O:15])[O:10][C:11]([CH3:12])([CH3:13])[CH3:14])=[CH:4][C:3]=1[CH3:16]. The catalyst class is: 9. (8) Reactant: [Cl:1][C:2]1[CH:7]=[CH:6][C:5]([S:8]([CH:11]([C:24]2[CH:29]=[C:28]([F:30])[CH:27]=[CH:26][C:25]=2[F:31])[C:12]2[N:17]=[CH:16][C:15]([CH:18]=[CH:19][C:20]([O:22][CH3:23])=[O:21])=[CH:14][CH:13]=2)(=[O:10])=[O:9])=[CH:4][CH:3]=1.[H][H]. Product: [Cl:1][C:2]1[CH:7]=[CH:6][C:5]([S:8]([CH:11]([C:24]2[CH:29]=[C:28]([F:30])[CH:27]=[CH:26][C:25]=2[F:31])[C:12]2[N:17]=[CH:16][C:15]([CH2:18][CH2:19][C:20]([O:22][CH3:23])=[O:21])=[CH:14][CH:13]=2)(=[O:10])=[O:9])=[CH:4][CH:3]=1. The catalyst class is: 29. (9) Reactant: [Br:1][C:2]1[CH:3]=[N:4][N:5]([CH3:23])[C:6]=1[C:7]1[CH:8]=[C:9]([NH2:22])[CH:10]=[CH:11][C:12]=1[O:13][CH2:14][CH2:15][N:16]1[CH2:19][CH:18]([O:20][CH3:21])[CH2:17]1.[Cl:24][C:25]1[CH:30]=[CH:29][C:28]([N:31]=[C:32]=[O:33])=[CH:27][CH:26]=1. Product: [Br:1][C:2]1[CH:3]=[N:4][N:5]([CH3:23])[C:6]=1[C:7]1[CH:8]=[C:9]([NH:22][C:32]([NH:31][C:28]2[CH:29]=[CH:30][C:25]([Cl:24])=[CH:26][CH:27]=2)=[O:33])[CH:10]=[CH:11][C:12]=1[O:13][CH2:14][CH2:15][N:16]1[CH2:17][CH:18]([O:20][CH3:21])[CH2:19]1. The catalyst class is: 2.